This data is from Full USPTO retrosynthesis dataset with 1.9M reactions from patents (1976-2016). The task is: Predict the reactants needed to synthesize the given product. Given the product [CH3:21][O:22][C:23]1[CH:24]=[C:25]2[C:26](=[C:27]3[CH2:28][C:29]([CH3:33])([CH3:32])[O:30][C:31]=13)[C:6]([C:8]1[CH:9]=[CH:10][C:11]([NH2:14])=[CH:12][CH:13]=1)=[N:7][C:35]([CH3:37])([CH3:36])[CH2:34]2, predict the reactants needed to synthesize it. The reactants are: S(=O)(=O)(O)O.[C:6]([C:8]1[CH:13]=[CH:12][C:11]([NH:14]C(=O)C(F)(F)F)=[CH:10][CH:9]=1)#[N:7].[CH3:21][O:22][C:23]1[C:31]2[O:30][C:29]([CH3:33])([CH3:32])[CH2:28][C:27]=2[CH:26]=[C:25]([CH:34]=[C:35]([CH3:37])[CH3:36])[CH:24]=1.[OH-].[Na+].